From a dataset of Full USPTO retrosynthesis dataset with 1.9M reactions from patents (1976-2016). Predict the reactants needed to synthesize the given product. (1) Given the product [Cl:8][C:7]1[N:6]=[CH:5][C:4]([NH:9][C:10](=[O:12])[CH3:11])=[CH:3][C:2]=1[C:21]1[CH:22]=[CH:23][C:24]2[N:25]([C:27]([C:30]#[N:31])=[CH:28][N:29]=2)[CH:26]=1, predict the reactants needed to synthesize it. The reactants are: Br[C:2]1[CH:3]=[C:4]([NH:9][C:10](=[O:12])[CH3:11])[CH:5]=[N:6][C:7]=1[Cl:8].CC1(C)C(C)(C)OB([C:21]2[CH:22]=[CH:23][C:24]3[N:25]([C:27]([C:30]#[N:31])=[CH:28][N:29]=3)[CH:26]=2)O1. (2) Given the product [O:18]([C:8]1[CH:9]=[CH:10][C:5]([C:1]([CH3:4])([CH3:3])[CH3:2])=[CH:6][CH:7]=1)[C:12]1[CH:17]=[CH:16][CH:15]=[CH:14][CH:13]=1, predict the reactants needed to synthesize it. The reactants are: [C:1]([C:5]1[CH:10]=[CH:9][C:8](Br)=[CH:7][CH:6]=1)([CH3:4])([CH3:3])[CH3:2].[C:12]1([OH:18])[CH:17]=[CH:16][CH:15]=[CH:14][CH:13]=1.C([O-])([O-])=O.[Cs+].[Cs+].C1(C(O)=O)C2C(=CC=CC=2)C=CC=1.